From a dataset of Forward reaction prediction with 1.9M reactions from USPTO patents (1976-2016). Predict the product of the given reaction. (1) Given the reactants [Cl:1][C:2]1[CH:7]=[CH:6][C:5]([C@H:8]2[N:15]3[C:11]([S:12][C:13]([C:19]([N:21]4[C@H:32]([C:33]#[N:34])[CH2:31][CH2:30][C@H:22]4[C:23]([O:25]C(C)(C)C)=[O:24])=[O:20])=[C:14]3[CH:16]([CH3:18])[CH3:17])=[N:10][C@:9]2([C:36]2[CH:41]=[CH:40][C:39]([Cl:42])=[CH:38][CH:37]=2)[CH3:35])=[CH:4][CH:3]=1.[OH-:43].[Na+], predict the reaction product. The product is: [NH2:34][C:33]([C@H:32]1[N:21]([C:19]([C:13]2[S:12][C:11]3=[N:10][C@:9]([C:36]4[CH:37]=[CH:38][C:39]([Cl:42])=[CH:40][CH:41]=4)([CH3:35])[C@@H:8]([C:5]4[CH:4]=[CH:3][C:2]([Cl:1])=[CH:7][CH:6]=4)[N:15]3[C:14]=2[CH:16]([CH3:18])[CH3:17])=[O:20])[C@H:22]([C:23]([OH:25])=[O:24])[CH2:30][CH2:31]1)=[O:43]. (2) The product is: [CH2:2]1[C:11]2[C:6](=[CH:7][CH:8]=[CH:9][CH:10]=2)[CH:5]([NH:12][C:13]2[C:14]3[N:15]([C:22]([CH3:26])=[C:23]([CH3:25])[N:24]=3)[CH:16]=[C:17]([C:19]([N:29]([CH3:30])[CH3:28])=[O:20])[CH:18]=2)[CH2:4][O:3]1. Given the reactants Cl.[CH2:2]1[C:11]2[C:6](=[CH:7][CH:8]=[CH:9][CH:10]=2)[CH:5]([NH:12][C:13]2[C:14]3[N:15]([C:22]([CH3:26])=[C:23]([CH3:25])[N:24]=3)[CH:16]=[C:17]([C:19](O)=[O:20])[CH:18]=2)[CH2:4][O:3]1.Cl.[CH3:28][NH:29][CH3:30].O1C2C(=CC=CC=2)C(NC2C3N(C(C)=C(C)N=3)C=C(C(N(C)C)=O)C=2)CC1, predict the reaction product. (3) Given the reactants [Cl:1][C:2]1[CH:3]=[C:4]([C:16]([NH:18][C@H:19]([C:21]2[CH:29]=[CH:28][C:24]([C:25]([OH:27])=O)=[CH:23][CH:22]=2)[CH3:20])=[O:17])[C:5]([O:8][C:9]2[CH:14]=[CH:13][C:12]([F:15])=[CH:11][CH:10]=2)=[N:6][CH:7]=1.[F:30][C:31]1[CH:32]=[C:33]([S:37]([NH2:40])(=[O:39])=[O:38])[CH:34]=[CH:35][CH:36]=1, predict the reaction product. The product is: [Cl:1][C:2]1[CH:7]=[N:6][C:5]([O:8][C:9]2[CH:10]=[CH:11][C:12]([F:15])=[CH:13][CH:14]=2)=[C:4]([CH:3]=1)[C:16]([NH:18][C@H:19]([C:21]1[CH:29]=[CH:28][C:24]([C:25]([NH:40][S:37]([C:33]2[CH:34]=[CH:35][CH:36]=[C:31]([F:30])[CH:32]=2)(=[O:39])=[O:38])=[O:27])=[CH:23][CH:22]=1)[CH3:20])=[O:17].